Dataset: Full USPTO retrosynthesis dataset with 1.9M reactions from patents (1976-2016). Task: Predict the reactants needed to synthesize the given product. (1) Given the product [CH3:19][C:11]1[CH:10]=[C:9]([N:6]2[CH2:7][CH2:8][N:4]([CH2:3][CH2:2][O:1][S:27]([C:22]3[CH:21]=[CH:26][C:25]([CH3:33])=[CH:24][CH:23]=3)(=[O:28])=[O:29])[C:5]2=[O:20])[S:13][C:12]=1[C:14]([O:16][CH2:17][CH3:18])=[O:15], predict the reactants needed to synthesize it. The reactants are: [OH:1][CH2:2][CH2:3][N:4]1[CH2:8][CH2:7][N:6]([C:9]2[S:13][C:12]([C:14]([O:16][CH2:17][CH3:18])=[O:15])=[C:11]([CH3:19])[CH:10]=2)[C:5]1=[O:20].[C:21]1(C)[C:22]([S:27](Cl)(=[O:29])=[O:28])=[CH:23][CH:24]=[CH:25][CH:26]=1.Cl[CH2:33]Cl. (2) Given the product [CH3:1][N:2]([CH3:15])[C:3](=[O:14])[NH:4][C:5]1[S:9][N:8]=[C:7]([O:10][CH2:23][CH2:24][CH2:25][CH2:26][CH2:27][CH2:28][CH3:29])[C:6]=1[C:11]([NH2:13])=[O:12], predict the reactants needed to synthesize it. The reactants are: [CH3:1][N:2]([CH3:15])[C:3](=[O:14])[NH:4][C:5]1[S:9][N:8]=[C:7]([OH:10])[C:6]=1[C:11]([NH2:13])=[O:12].CC([O-])(C)C.[K+].I[CH2:23][CH2:24][CH2:25][CH2:26][CH2:27][CH2:28][CH3:29]. (3) Given the product [F:1][C:2]1[CH:41]=[C:40]([F:42])[CH:39]=[CH:38][C:3]=1[O:4][C:5]1[CH:10]=[CH:9][C:8]([C:11]([F:14])([F:12])[F:13])=[CH:7][C:6]=1[C:15]1[NH:16][C:17]([CH3:29])=[C:18]2[C:23]=1[CH:22]=[C:21]([C:24]([NH:26][CH3:27])=[O:25])[NH:20][C:19]2=[O:28], predict the reactants needed to synthesize it. The reactants are: [F:1][C:2]1[CH:41]=[C:40]([F:42])[CH:39]=[CH:38][C:3]=1[O:4][C:5]1[CH:10]=[CH:9][C:8]([C:11]([F:14])([F:13])[F:12])=[CH:7][C:6]=1[C:15]1[N:16](COCC[Si](C)(C)C)[C:17]([CH3:29])=[C:18]2[C:23]=1[CH:22]=[C:21]([C:24]([NH:26][CH3:27])=[O:25])[NH:20][C:19]2=[O:28].C(O)(C(F)(F)F)=O.C([O-])(=O)C.[Na+].